Task: Predict the product of the given reaction.. Dataset: Forward reaction prediction with 1.9M reactions from USPTO patents (1976-2016) (1) Given the reactants [N+:1]([C:4]1[CH:12]=[C:8]([C:9]([OH:11])=O)[C:7]([OH:13])=[CH:6][CH:5]=1)([O-:3])=[O:2], predict the reaction product. The product is: [CH:4]1([NH:1][C:9](=[O:11])[C:8]2[C:7](=[CH:6][CH:5]=[C:4]([N+:1]([O-:3])=[O:2])[CH:12]=2)[OH:13])[CH2:12][CH2:8][CH2:7][CH2:6][CH2:5]1. (2) Given the reactants [OH:1][CH2:2][CH2:3][CH2:4][CH2:5][O:6][C:7]1[N:16]=[C:15]2[C:10]([CH:11]=[CH:12][C:13](=[O:17])[NH:14]2)=[CH:9][CH:8]=1.I(C1C=CC=CC=1C(O)=O)(=O)=O.O, predict the reaction product. The product is: [O:17]=[C:13]1[NH:14][C:15]2[N:16]=[C:7]([O:6][CH2:5][CH2:4][CH2:3][CH:2]=[O:1])[CH:8]=[CH:9][C:10]=2[CH:11]=[CH:12]1. (3) Given the reactants [F:1][C:2]1[N:7]=[C:6]([C:8]([OH:10])=O)[CH:5]=[CH:4][CH:3]=1.[CH3:11][NH:12][O:13][CH3:14].CCN(CC)CC.CCCP1(OP(CCC)(=O)OP(CCC)(=O)O1)=O, predict the reaction product. The product is: [CH3:14][O:13][N:12]([CH3:11])[C:8]([C:6]1[CH:5]=[CH:4][CH:3]=[C:2]([F:1])[N:7]=1)=[O:10]. (4) Given the reactants [CH2:1]([C:3]([C:7]1[CH:12]=[CH:11][C:10]([OH:13])=[C:9]([CH2:14][CH2:15][CH3:16])[CH:8]=1)([OH:6])[CH2:4][CH3:5])[CH3:2].N1C=CC=CC=1.[F:23][C:24]([F:37])([F:36])[S:25](O[S:25]([C:24]([F:37])([F:36])[F:23])(=[O:27])=[O:26])(=[O:27])=[O:26], predict the reaction product. The product is: [CH2:1]([C:3]([C:7]1[CH:12]=[CH:11][C:10]([O:13][S:25]([C:24]([F:37])([F:36])[F:23])(=[O:27])=[O:26])=[C:9]([CH2:14][CH2:15][CH3:16])[CH:8]=1)([OH:6])[CH2:4][CH3:5])[CH3:2]. (5) Given the reactants Br[C:2]1[C:10]2[N:9]3[CH2:11][CH2:12][CH2:13][NH:14][C:15](=[O:16])[C:8]3=[CH:7][C:6]=2[CH:5]=[C:4]([F:17])[CH:3]=1.[N:18]1[CH:23]=[CH:22][C:21](B(O)O)=[CH:20][CH:19]=1, predict the reaction product. The product is: [F:17][C:4]1[CH:3]=[C:2]([C:21]2[CH:22]=[CH:23][N:18]=[CH:19][CH:20]=2)[C:10]2[N:9]3[CH2:11][CH2:12][CH2:13][NH:14][C:15](=[O:16])[C:8]3=[CH:7][C:6]=2[CH:5]=1. (6) Given the reactants [F:1][C:2]1[CH:3]=[C:4]([CH:15]=[CH:16][C:17]=1[F:18])[O:5][C:6]1[CH:11]=[CH:10][C:9]([CH2:12][OH:13])=[CH:8][C:7]=1[F:14].Cl[C:20]1[CH:31]=[C:24]2[N:25]([CH3:30])[C@H:26]([CH3:29])[CH2:27][CH2:28][N:23]2[C:22](=[O:32])[N:21]=1, predict the reaction product. The product is: [F:1][C:2]1[CH:3]=[C:4]([CH:15]=[CH:16][C:17]=1[F:18])[O:5][C:6]1[CH:11]=[CH:10][C:9]([CH2:12][O:13][C:20]2[CH:31]=[C:24]3[N:25]([CH3:30])[C@H:26]([CH3:29])[CH2:27][CH2:28][N:23]3[C:22](=[O:32])[N:21]=2)=[CH:8][C:7]=1[F:14]. (7) Given the reactants [NH:1]1[CH2:6][CH2:5][CH:4]([CH2:7][C:8]([OH:10])=[O:9])[CH2:3][CH2:2]1.[CH2:11]=O, predict the reaction product. The product is: [CH3:11][N:1]1[CH2:6][CH2:5][CH:4]([CH2:7][C:8]([OH:10])=[O:9])[CH2:3][CH2:2]1. (8) Given the reactants [CH3:1][O:2][C:3]1[CH:4]=[C:5]2[C:10](=[CH:11][C:12]=1[O:13][CH3:14])[N:9]=[CH:8][CH:7]=[C:6]2[O:15][C:16]1[CH:21]=[CH:20][C:19]([NH:22][C:23](=O)[CH2:24][O:25][C:26]2[CH:31]=[CH:30][C:29]([CH3:32])=[CH:28][CH:27]=2)=[CH:18][C:17]=1[CH3:34].Cl.[OH-].[Na+], predict the reaction product. The product is: [CH3:1][O:2][C:3]1[CH:4]=[C:5]2[C:10](=[CH:11][C:12]=1[O:13][CH3:14])[N:9]=[CH:8][CH:7]=[C:6]2[O:15][C:16]1[CH:21]=[CH:20][C:19]([NH:22][CH2:23][CH2:24][O:25][C:26]2[CH:27]=[CH:28][C:29]([CH3:32])=[CH:30][CH:31]=2)=[CH:18][C:17]=1[CH3:34].